This data is from Catalyst prediction with 721,799 reactions and 888 catalyst types from USPTO. The task is: Predict which catalyst facilitates the given reaction. (1) Reactant: [C:1]([Br:5])(Br)(Br)[Br:2].C1(P(C2C=CC=CC=2)C2C=CC=CC=2)C=CC=CC=1.[C:25]([O:29][C:30](=[O:43])[NH:31][C@@H:32]([CH2:35][C:36]1[CH:41]=[CH:40][CH:39]=[C:38]([F:42])[CH:37]=1)[CH:33]=O)([CH3:28])([CH3:27])[CH3:26]. Product: [C:25]([O:29][C:30](=[O:43])[NH:31][C@@H:32]([CH2:35][C:36]1[CH:41]=[CH:40][CH:39]=[C:38]([F:42])[CH:37]=1)[CH:33]=[C:1]([Br:5])[Br:2])([CH3:26])([CH3:27])[CH3:28]. The catalyst class is: 4. (2) Reactant: [OH:1][C:2]1[C:7]([C:8]([CH3:11])([CH3:10])[CH3:9])=[CH:6][C:5]([CH3:12])=[CH:4][C:3]=1[N:13]1[N:17]=[C:16]2[CH:18]=[CH:19][C:20]([Cl:22])=[CH:21][C:15]2=[N:14]1.[NH:23]([CH2:27][CH2:28][OH:29])[CH2:24][CH2:25][OH:26]. Product: [OH:1][C:2]1[C:7]([C:8]([CH3:9])([CH3:11])[CH3:10])=[CH:6][C:5]([CH2:12][N:23]([CH2:27][CH2:28][OH:29])[CH2:24][CH2:25][OH:26])=[CH:4][C:3]=1[N:13]1[N:17]=[C:16]2[CH:18]=[CH:19][C:20]([Cl:22])=[CH:21][C:15]2=[N:14]1. The catalyst class is: 21. (3) Reactant: C([O:8][C:9]1[N:14]=[CH:13][C:12]([CH2:15][N:16]2[CH:20]=[C:19]([C:21]3[CH:22]=[C:23]([NH:28][C:29]4[N:34]=[C:33]([CH:35]([F:37])[F:36])[C:32]([F:38])=[CH:31][N:30]=4)[CH:24]=[C:25]([CH3:27])[CH:26]=3)[N:18]=[N:17]2)=[CH:11][CH:10]=1)C1C=CC=CC=1. Product: [F:37][CH:35]([F:36])[C:33]1[C:32]([F:38])=[CH:31][N:30]=[C:29]([NH:28][C:23]2[CH:22]=[C:21]([C:19]3[N:18]=[N:17][N:16]([CH2:15][C:12]4[CH:11]=[CH:10][C:9]([OH:8])=[N:14][CH:13]=4)[CH:20]=3)[CH:26]=[C:25]([CH3:27])[CH:24]=2)[N:34]=1. The catalyst class is: 105. (4) Reactant: [CH3:1][N:2]1[CH2:6][CH2:5][N:4]([CH3:7])[C:3]1(Cl)[Cl:8].[CH3:10][O:11][P:12]([O-:16])([O:14][CH3:15])=[O:13].[Na+].C(#N)C. Product: [CH3:10][O:11][P:12]([O-:16])([O:14][CH3:15])=[O:13].[CH3:1][NH+:2]1[CH2:6][CH2:5][N:4]([CH3:7])[CH:3]1[Cl:8]. The catalyst class is: 6.